From a dataset of Full USPTO retrosynthesis dataset with 1.9M reactions from patents (1976-2016). Predict the reactants needed to synthesize the given product. (1) Given the product [C:1]([C:3]1[CH:4]=[C:5]([NH:9][C:10]2[C:19]3[C:14](=[CH:15][C:16]([O:21][CH3:22])=[C:17]([O:20][CH2:30][CH2:31][CH2:32][Cl:33])[CH:18]=3)[N:13]=[CH:12][N:11]=2)[CH:6]=[CH:7][CH:8]=1)#[CH:2], predict the reactants needed to synthesize it. The reactants are: [C:1]([C:3]1[CH:4]=[C:5]([NH:9][C:10]2[C:19]3[C:14](=[CH:15][C:16]([O:21][CH3:22])=[C:17]([OH:20])[CH:18]=3)[N:13]=[CH:12][N:11]=2)[CH:6]=[CH:7][CH:8]=1)#[CH:2].C([O-])([O-])=O.[K+].[K+].Br[CH2:30][CH2:31][CH2:32][Cl:33].O. (2) Given the product [F:18][C:11]1[CH:10]=[C:9](/[CH:8]=[C:4]2/[C:5](=[O:7])[N:6]3[CH:20]=[C:21]([C:23]4[CH:31]=[CH:30][C:26]([C:27]([OH:29])=[O:28])=[CH:25][CH:24]=4)[N:1]=[C:2]3[S:3]/2)[CH:14]=[C:13]([O:15][CH3:16])[C:12]=1[OH:17], predict the reactants needed to synthesize it. The reactants are: [NH2:1][C:2]1[S:3]/[C:4](=[CH:8]\[C:9]2[CH:14]=[C:13]([O:15][CH3:16])[C:12]([OH:17])=[C:11]([F:18])[CH:10]=2)/[C:5](=[O:7])[N:6]=1.Br[CH2:20][C:21]([C:23]1[CH:31]=[CH:30][C:26]([C:27]([OH:29])=[O:28])=[CH:25][CH:24]=1)=O. (3) Given the product [CH3:14][S:15]([C:2]1[CH:7]=[CH:6][CH:5]=[CH:4][C:3]=1[C:8](=[O:12])[CH2:9][C:10]#[N:11])(=[O:17])=[O:16], predict the reactants needed to synthesize it. The reactants are: Br[C:2]1[CH:7]=[CH:6][CH:5]=[CH:4][C:3]=1[C:8](=[O:12])[CH2:9][C:10]#[N:11].[Na].[CH3:14][S:15](O)(=[O:17])=[O:16].N1CCC[C@H]1C(O)=O.[OH-].[Na+].